Dataset: Reaction yield outcomes from USPTO patents with 853,638 reactions. Task: Predict the reaction yield, written as a fraction of the theoretical maximum amount of product (1.0 means a 100% yield; for example, 0.34 means a 34% yield). (1) The catalyst is CO. The reactants are CO[C:3]([C:5]1[N:6]=[C:7]2[C:15]([C:16]#[N:17])=[CH:14][NH:13][N:8]2[C:9](=[O:12])[C:10]=1[OH:11])=[O:4].[F:18][C:19]1[CH:26]=[CH:25][C:22]([CH2:23][NH2:24])=[CH:21][CH:20]=1. The product is [F:18][C:19]1[CH:26]=[CH:25][C:22]([CH2:23][NH2:24])=[CH:21][CH:20]=1.[F:18][C:19]1[CH:26]=[CH:25][C:22]([CH2:23][NH:24][C:3]([C:5]2[N:6]=[C:7]3[C:15]([C:16]#[N:17])=[CH:14][NH:13][N:8]3[C:9](=[O:12])[C:10]=2[OH:11])=[O:4])=[CH:21][CH:20]=1. The yield is 0.180. (2) The reactants are [N:1]1[CH:6]=[CH:5][CH:4]=[C:3]([NH:7][C:8](=[O:13])[O:9][CH:10]([CH3:12])[CH3:11])[CH:2]=1.C(O)(=O)C.[H][H].[OH-].[Na+]. The catalyst is [C].[Pd].COC(C)(C)C.O. The product is [NH:1]1[CH2:6][CH2:5][CH2:4][CH:3]([NH:7][C:8](=[O:13])[O:9][CH:10]([CH3:11])[CH3:12])[CH2:2]1. The yield is 0.921. (3) The reactants are [NH2:1][C:2]1[N:7]=[C:6]([OH:8])[C:5]([NH2:9])=[C:4]([NH2:10])[N:3]=1.[F:11][C:12]1[CH:19]=[CH:18][C:15]([CH:16]=O)=[CH:14][CH:13]=1. No catalyst specified. The product is [NH2:1][C:2]1[N:3]=[C:4]2[C:5]([N:9]=[C:16]([C:15]3[CH:18]=[CH:19][C:12]([F:11])=[CH:13][CH:14]=3)[NH:10]2)=[C:6]([OH:8])[N:7]=1. The yield is 0.600. (4) The reactants are [CH3:1][C:2]([O-:5])(C)C.[Na+].C(O[C:10](=O)[CH2:11][C:12]1[CH:17]=[CH:16][C:15]([N+:18]([O-:20])=[O:19])=[CH:14][CH:13]=1)C.[CH3:22]I.CN([CH:27]=[O:28])C. No catalyst specified. The product is [CH2:2]([O:5][C:27](=[O:28])[C:11]([CH3:10])([C:12]1[CH:13]=[CH:14][C:15]([N+:18]([O-:20])=[O:19])=[CH:16][CH:17]=1)[CH3:22])[CH3:1]. The yield is 0.500. (5) The yield is 0.410. The catalyst is O[Mn+3].F[Mn+3].[Ag]F. The product is [F:61][CH:9]([C:2]1[CH:3]=[CH:4][CH:5]=[CH:6][CH:1]=1)[CH3:28]. The reactants are [C:1]1(C)[CH:6]=[C:5](C)[CH:4]=[C:3](C)[C:2]=1[C:9]1[C:28]2NC(=CC=2)[C:9]([C:2]2[C:3](C)=[CH:4][C:5](C)=[CH:6][C:1]=2C)=[C:28]2N=C(C=C2)[C:9]([C:2]2[C:3](C)=[CH:4][C:5](C)=[CH:6][C:1]=2C)=[C:28]2NC(C=C2)=[C:9]([C:2]2[C:3](C)=[CH:4][C:5](C)=[CH:6][C:1]=2C)[C:28]2=NC=1C=C2.[F-:61].FF.OC1O[C@H](CO)[C@H](O)[C@H](O)[C@@H]1O. (6) The reactants are [F:1][C:2]([F:12])([F:11])[C:3]1[CH:10]=[CH:9][CH:8]=[CH:7][C:4]=1[CH:5]=O.[CH3:13][C:14]([S@:17]([NH2:19])=[O:18])([CH3:16])[CH3:15].C1(C)C=CC(S([O-])(=O)=O)=CC=1.[NH+]1C=CC=CC=1.S([O-])([O-])(=O)=O.[Mg+2]. The catalyst is C(Cl)Cl. The product is [CH3:13][C:14]([S@:17](/[N:19]=[CH:5]/[C:4]1[CH:7]=[CH:8][CH:9]=[CH:10][C:3]=1[C:2]([F:12])([F:11])[F:1])=[O:18])([CH3:16])[CH3:15]. The yield is 0.300. (7) The catalyst is C(Cl)Cl. The reactants are Cl.[CH:2]([N:5]1[C:20]2[C:15](=[CH:16][CH:17]=[CH:18][CH:19]=2)[C:7]([CH2:8][C@@H:9]([C:11]([O:13][CH3:14])=[O:12])[NH2:10])=[CH:6]1)([CH3:4])[CH3:3].C(N(CC)CC)C.[F:28][C:29]1[CH:39]=[CH:38][CH:37]=[CH:36][C:30]=1[CH:31]=[CH:32][C:33](O)=[O:34].CCN=C=NCCCN(C)C.Cl. The yield is 0.980. The product is [F:28][C:29]1[CH:39]=[CH:38][CH:37]=[CH:36][C:30]=1[CH:31]=[CH:32][C:33]([NH:10][C@H:9]([C:11]([O:13][CH3:14])=[O:12])[CH2:8][C:7]1[C:15]2[C:20](=[CH:19][CH:18]=[CH:17][CH:16]=2)[N:5]([CH:2]([CH3:4])[CH3:3])[CH:6]=1)=[O:34]. (8) The reactants are [CH:1]1([N:5]2[CH2:10][CH2:9][N:8](C(OC(C)(C)C)=O)[CH2:7][CH2:6]2)[CH2:4][CH2:3][CH2:2]1.[ClH:18]. The catalyst is CO. The product is [ClH:18].[CH:1]1([N:5]2[CH2:10][CH2:9][NH:8][CH2:7][CH2:6]2)[CH2:4][CH2:3][CH2:2]1. The yield is 0.820. (9) The reactants are [CH3:1][O:2]/[CH:3]=[CH:4]/[C:5]1[CH:6]=[C:7]([NH:14][C:15](=[O:21])[O:16][C:17]([CH3:20])([CH3:19])[CH3:18])[C:8]2[O:12][CH2:11][O:10][C:9]=2[CH:13]=1. The catalyst is C(O)C.[Pd]. The product is [CH3:1][O:2][CH2:3][CH2:4][C:5]1[CH:6]=[C:7]([NH:14][C:15](=[O:21])[O:16][C:17]([CH3:19])([CH3:18])[CH3:20])[C:8]2[O:12][CH2:11][O:10][C:9]=2[CH:13]=1. The yield is 0.880.